This data is from Reaction yield outcomes from USPTO patents with 853,638 reactions. The task is: Predict the reaction yield, written as a fraction of the theoretical maximum amount of product (1.0 means a 100% yield; for example, 0.34 means a 34% yield). (1) The reactants are C(=O)([O-])[O-].[K+].[K+].[SH:7][CH2:8][CH2:9][OH:10].[CH3:11][C:12]1[CH:13]=[C:14]([C:29]2[S:33][C:32]([N:34]3[CH2:40][CH2:39][CH2:38][NH:37][C:36](=[O:41])[CH2:35]3)=[N:31][CH:30]=2)[CH:15]=[C:16]([NH:18][C:19]2[N:24]=[C:23](S(C)(=O)=O)[CH:22]=[CH:21][N:20]=2)[CH:17]=1. The catalyst is CN(C=O)C.C(OCC)(=O)C. The product is [OH:10][CH2:9][CH2:8][S:7][C:21]1[CH:22]=[CH:23][N:24]=[C:19]([NH:18][C:16]2[CH:15]=[C:14]([C:29]3[S:33][C:32]([N:34]4[CH2:40][CH2:39][CH2:38][NH:37][C:36](=[O:41])[CH2:35]4)=[N:31][CH:30]=3)[CH:13]=[C:12]([CH3:11])[CH:17]=2)[N:20]=1. The yield is 0.281. (2) The reactants are Cl[C:2]1[CH:7]=[CH:6][N:5]=[C:4]2[CH:8]=[C:9]([C:11]([N:13]3[CH2:17][CH2:16][CH2:15][C@H:14]3[CH2:18][O:19][Si](C(C)(C)C)(C)C)=[O:12])[S:10][C:3]=12.[CH:27]1([NH:30][C:31]([C:33]2[C:41]3[C:36](=[CH:37][C:38]([OH:42])=[CH:39][CH:40]=3)[N:35]([CH3:43])[C:34]=2[CH3:44])=[O:32])[CH2:29][CH2:28]1.C([O-])([O-])=O.[Cs+].[Cs+]. No catalyst specified. The product is [CH:27]1([NH:30][C:31]([C:33]2[C:41]3[C:36](=[CH:37][C:38]([O:42][C:2]4[CH:7]=[CH:6][N:5]=[C:4]5[CH:8]=[C:9]([C:11]([N:13]6[CH2:17][CH2:16][CH2:15][C@H:14]6[CH2:18][OH:19])=[O:12])[S:10][C:3]=45)=[CH:39][CH:40]=3)[N:35]([CH3:43])[C:34]=2[CH3:44])=[O:32])[CH2:28][CH2:29]1. The yield is 0.510. (3) The reactants are [Br:1][C:2]1[CH:8]=[CH:7][C:5]([NH2:6])=[C:4]([F:9])[CH:3]=1.ClS([N:14]=[C:15]=[O:16])(=O)=O. The catalyst is ClCCl. The product is [Br:1][C:2]1[CH:8]=[CH:7][C:5]([NH:6][C:15]([NH2:14])=[O:16])=[C:4]([F:9])[CH:3]=1. The yield is 0.700.